This data is from Reaction yield outcomes from USPTO patents with 853,638 reactions. The task is: Predict the reaction yield, written as a fraction of the theoretical maximum amount of product (1.0 means a 100% yield; for example, 0.34 means a 34% yield). (1) The reactants are Br[C:2]1[CH:7]=[CH:6][C:5]([C:8]2([NH:11][CH2:12][CH2:13][CH3:14])[CH2:10][CH2:9]2)=[CH:4][CH:3]=1.[CH3:15][Si:16]([C:19]#[CH:20])([CH3:18])[CH3:17]. The catalyst is C(N(CC)CC)C.[Cu]I.Cl[Pd](Cl)([P](C1C=CC=CC=1)(C1C=CC=CC=1)C1C=CC=CC=1)[P](C1C=CC=CC=1)(C1C=CC=CC=1)C1C=CC=CC=1. The product is [CH2:12]([NH:11][C:8]1([C:5]2[CH:6]=[CH:7][C:2]([C:20]#[C:19][Si:16]([CH3:18])([CH3:17])[CH3:15])=[CH:3][CH:4]=2)[CH2:10][CH2:9]1)[CH2:13][CH3:14]. The yield is 0.750. (2) The reactants are [O:1]=[C:2]1[CH2:6][N:5]([C:7]([O:9][CH2:10][C:11]2[CH:16]=[CH:15][CH:14]=[CH:13][CH:12]=2)=[O:8])[C@H:4]([C:17](=[O:37])[NH:18][CH2:19][C:20]2[CH:25]=[C:24]([C:26]3[CH:31]=[CH:30][C:29]([O:32][C:33]([F:36])([F:35])[F:34])=[CH:28][CH:27]=3)[N:23]=[CH:22][N:21]=2)[CH2:3]1.[CH3:38][Mg]Br. The catalyst is O1CCCC1. The product is [OH:1][C:2]1([CH3:38])[CH2:6][N:5]([C:7]([O:9][CH2:10][C:11]2[CH:12]=[CH:13][CH:14]=[CH:15][CH:16]=2)=[O:8])[C@H:4]([C:17](=[O:37])[NH:18][CH2:19][C:20]2[CH:25]=[C:24]([C:26]3[CH:27]=[CH:28][C:29]([O:32][C:33]([F:35])([F:34])[F:36])=[CH:30][CH:31]=3)[N:23]=[CH:22][N:21]=2)[CH2:3]1. The yield is 0.680. (3) The reactants are [Br:1][C:2]1[CH:11]=[CH:10][CH:9]=[C:8]2[C:3]=1[CH2:4][CH2:5][NH:6][C:7]2=[O:12].[H-].[Na+].Br[CH2:16][CH:17]1[CH2:19][CH2:18]1. The yield is 0.340. The catalyst is CN(C=O)C. The product is [Br:1][C:2]1[CH:11]=[CH:10][CH:9]=[C:8]2[C:3]=1[CH2:4][CH2:5][N:6]([CH2:16][CH:17]1[CH2:19][CH2:18]1)[C:7]2=[O:12]. (4) The reactants are [CH:1]([C:3]1[S:7][C:6]([C:8]([OH:10])=[O:9])=[CH:5][CH:4]=1)=[O:2].[Cl:11][C:12]1[CH:13]=[N+:14]([O-:32])[CH:15]=[C:16]([Cl:31])[C:17]=1[CH2:18][C@@H:19]([C:21]1[CH:26]=[CH:25][C:24]([O:27][CH3:28])=[C:23]([O:29][CH3:30])[CH:22]=1)O.Cl.CN(C)CCCN=C=NCC. The catalyst is ClCCl.CN(C)C1C=CN=CC=1. The product is [Cl:31][C:16]1[CH:15]=[N+:14]([O-:32])[CH:13]=[C:12]([Cl:11])[C:17]=1[CH2:18][C@H:19]([O:9][C:8]([C:6]1[S:7][C:3]([CH:1]=[O:2])=[CH:4][CH:5]=1)=[O:10])[C:21]1[CH:26]=[CH:25][C:24]([O:27][CH3:28])=[C:23]([O:29][CH3:30])[CH:22]=1. The yield is 0.390. (5) The catalyst is N1C=CC=CC=1. The reactants are [CH3:1][C:2]([CH3:34])([CH3:33])[C:3]([O:5][C:6]1[C:7]([C:26]([O:28][CH2:29][CH2:30][CH2:31][CH3:32])=[O:27])=[CH:8][CH:9]=[C:10]2[C:15]=1[N:14]=[C:13]([C:16](ON1C(=O)CCC1=O)=[O:17])[CH:12]=[CH:11]2)=[O:4].C1(C)C=CC(S(O)(=O)=O)=CC=1.[OH:46][C:47]1[CH:48]=[C:49]([CH:52]=[CH:53][C:54]=1[OH:55])[CH2:50][NH2:51]. The yield is 0.800. The product is [OH:46][C:47]1[CH:48]=[C:49]([CH:52]=[CH:53][C:54]=1[OH:55])[CH2:50][NH:51][C:16]([C:13]1[CH:12]=[CH:11][C:10]2[C:15](=[C:6]([O:5][C:3](=[O:4])[C:2]([CH3:33])([CH3:34])[CH3:1])[C:7]([C:26]([O:28][CH2:29][CH2:30][CH2:31][CH3:32])=[O:27])=[CH:8][CH:9]=2)[N:14]=1)=[O:17]. (6) The reactants are [OH:32][CH2:31][C@H:27]([NH:26][C:18]1[C:19]2[S:24][C:23](=[O:25])[NH:22][C:20]=2[N:21]=[C:16]([S:15][S:15][C:16]2[N:17]=[C:18]([NH:26][C@@H:27]([CH2:31][OH:32])[CH2:28][CH2:29][CH3:30])[C:19]3[S:24][C:23](=[O:25])[NH:22][C:20]=3[N:21]=2)[N:17]=1)[CH2:28][CH2:29][CH3:30].Cl[C@@H:38]([C:40]1[CH:45]=[CH:44][CH:43]=[CH:42][CH:41]=1)[CH3:39]. No catalyst specified. The product is [OH:32][CH2:31][C@H:27]([NH:26][C:18]1[C:19]2[S:24][C:23](=[O:25])[NH:22][C:20]=2[N:21]=[C:16]([S:15][C@H:38]([C:40]2[CH:45]=[CH:44][CH:43]=[CH:42][CH:41]=2)[CH3:39])[N:17]=1)[CH2:28][CH2:29][CH3:30]. The yield is 0.220.